From a dataset of Full USPTO retrosynthesis dataset with 1.9M reactions from patents (1976-2016). Predict the reactants needed to synthesize the given product. (1) The reactants are: Br[CH2:2][CH2:3][CH2:4][CH2:5][Cl:6].C(=O)([O-])[O-].[Cs+].[Cs+].[OH:13][C:14]1[CH:19]=[CH:18][CH:17]=[CH:16][C:15]=1/[CH:20]=[CH:21]/[CH:22]([CH2:35][C:36]1[CH:41]=[CH:40][C:39]([C:42]([O:44][CH3:45])=[O:43])=[CH:38][CH:37]=1)[CH2:23][CH2:24][C:25]1[CH:34]=[CH:33][C:28]([C:29]([O:31][CH3:32])=[O:30])=[CH:27][CH:26]=1. Given the product [Cl:6][CH2:5][CH2:4][CH2:3][CH2:2][O:13][C:14]1[CH:19]=[CH:18][CH:17]=[CH:16][C:15]=1/[CH:20]=[CH:21]/[CH:22]([CH2:35][C:36]1[CH:37]=[CH:38][C:39]([C:42]([O:44][CH3:45])=[O:43])=[CH:40][CH:41]=1)[CH2:23][CH2:24][C:25]1[CH:34]=[CH:33][C:28]([C:29]([O:31][CH3:32])=[O:30])=[CH:27][CH:26]=1, predict the reactants needed to synthesize it. (2) Given the product [CH3:23][O:24][C:25]1[CH:30]=[CH:29][N:28]=[C:27]([CH2:31][CH2:32][C:33]2[NH:42][C:36]3=[N:37][CH:38]=[C:39]([C:9]4[CH:10]=[CH:11][C:6]([S:3]([N:2]([CH3:17])[CH3:1])(=[O:5])=[O:4])=[C:7]([C:13]([F:16])([F:15])[F:14])[CH:8]=4)[CH:40]=[C:35]3[N:34]=2)[CH:26]=1, predict the reactants needed to synthesize it. The reactants are: [CH3:1][N:2]([CH3:17])[S:3]([C:6]1[CH:11]=[CH:10][C:9](Br)=[CH:8][C:7]=1[C:13]([F:16])([F:15])[F:14])(=[O:5])=[O:4].C([O-])(=O)C.[K+].[CH3:23][O:24][C:25]1[CH:30]=[CH:29][N:28]=[C:27]([CH2:31][CH2:32][C:33]2[NH:42][C:36]3=[N:37][CH:38]=[C:39](I)[CH:40]=[C:35]3[N:34]=2)[CH:26]=1.C(=O)([O-])[O-].[K+].[K+].[Cl-].[Li+]. (3) Given the product [Br:1][C:2]1[CH:7]=[C:6]([F:8])[CH:5]=[C:4]([F:9])[C:3]=1[CH:18]=[O:19], predict the reactants needed to synthesize it. The reactants are: [Br:1][C:2]1[CH:7]=[C:6]([F:8])[CH:5]=[C:4]([F:9])[C:3]=1I.[Cl-].[Li+].C([Mg]Cl)(C)C.[CH:18](N1CCOCC1)=[O:19]. (4) The reactants are: [NH2:1][C:2]1[N:7]=[C:6]([S:8]([CH3:11])(=O)=O)[C:5]([C:12]#[N:13])=[C:4]([C:14]2[CH:19]=[CH:18][CH:17]=[CH:16][CH:15]=2)[N:3]=1.[C:20]1(S)[CH:25]=[CH:24]C=[CH:22][CH:21]=1.C1CCN2C(=NCCC2)CC1. Given the product [NH2:1][C:2]1[N:3]=[C:4]([C:14]2[CH:19]=[CH:18][CH:17]=[CH:16][CH:15]=2)[C:5]([C:12]#[N:13])=[C:6]([S:8][C:11]2[CH:24]=[CH:25][CH:20]=[CH:21][CH:22]=2)[N:7]=1, predict the reactants needed to synthesize it. (5) Given the product [ClH:37].[F:27][C:17]1[C:18]([O:22][C:23]([F:25])([F:26])[F:24])=[CH:19][CH:20]=[CH:21][C:16]=1[NH:15][C:14]([C@@H:13]1[CH2:12][C@:11]2([CH2:29][OH:30])[C@@H:9]([CH2:10]2)[NH:8]1)=[O:28], predict the reactants needed to synthesize it. The reactants are: C(OC([N:8]1[C@H:13]([C:14](=[O:28])[NH:15][C:16]2[CH:21]=[CH:20][CH:19]=[C:18]([O:22][C:23]([F:26])([F:25])[F:24])[C:17]=2[F:27])[CH2:12][C@:11]2([CH2:29][O:30]C3CCCCO3)[C@H:9]1[CH2:10]2)=O)(C)(C)C.[ClH:37]. (6) Given the product [F:13][C:12]([F:15])([F:14])[C:9]1[CH:10]=[C:11]2[C:6](=[CH:7][CH:8]=1)[N:5]=[CH:4][CH:3]=[C:2]2[SH:16], predict the reactants needed to synthesize it. The reactants are: Cl[C:2]1[C:11]2[C:6](=[CH:7][CH:8]=[C:9]([C:12]([F:15])([F:14])[F:13])[CH:10]=2)[N:5]=[CH:4][CH:3]=1.[S-2:16].[Na+].[Na+].CN(C)C=O.Cl. (7) Given the product [NH3:8].[C:34]([NH:33][C:31](=[O:32])[NH:30][C:27]1[N:26]=[CH:25][C:24]([O:23][C:21]2[CH:20]=[CH:19][N:18]=[C:17]([NH:16][C:14]([N:11]3[CH2:12][CH2:13][NH:8][CH2:9][CH2:10]3)=[O:15])[CH:22]=2)=[CH:29][CH:28]=1)(=[O:39])[C:35]([CH3:38])([CH3:37])[CH3:36], predict the reactants needed to synthesize it. The reactants are: C([N:8]1[CH2:13][CH2:12][N:11]([C:14]([NH:16][C:17]2[CH:22]=[C:21]([O:23][C:24]3[CH:25]=[N:26][C:27]([NH:30][C:31]([NH:33][C:34](=[O:39])[C:35]([CH3:38])([CH3:37])[CH3:36])=[O:32])=[CH:28][CH:29]=3)[CH:20]=[CH:19][N:18]=2)=[O:15])[CH2:10][CH2:9]1)C1C=CC=CC=1.C([O-])=O.[NH4+]. (8) Given the product [CH3:1][C:2]1[N:7]=[C:6]2[S:8][C:9]3[CH2:14][CH2:13][CH2:12][CH2:11][C:10]=3[C:5]2=[C:4]([C:15]2[CH:20]=[CH:19][C:18]([O:21][C:22]([F:24])([F:25])[F:23])=[CH:17][CH:16]=2)[C:3]=1[CH:26]([CH2:42][CH2:41][CH3:45])[C:27]([O:29][CH3:30])=[O:28], predict the reactants needed to synthesize it. The reactants are: [CH3:1][C:2]1[N:7]=[C:6]2[S:8][C:9]3[CH2:14][CH2:13][CH2:12][CH2:11][C:10]=3[C:5]2=[C:4]([C:15]2[CH:20]=[CH:19][C:18]([O:21][C:22]([F:25])([F:24])[F:23])=[CH:17][CH:16]=2)[C:3]=1[CH2:26][C:27]([O:29][CH3:30])=[O:28].[Li+].C[Si]([N-][Si](C)(C)C)(C)C.[CH2:41]1[CH2:45]OC[CH2:42]1.ICCC.